This data is from Forward reaction prediction with 1.9M reactions from USPTO patents (1976-2016). The task is: Predict the product of the given reaction. (1) Given the reactants [F:1][C:2]1[CH:3]=[CH:4][C:5]([OH:28])=[C:6]([C:8]2[CH:13]=[CH:12][CH:11]=[C:10]([S:14]([NH:17][C:18]3[CH:26]=[CH:25][C:21]([C:22]([OH:24])=[O:23])=[C:20]([OH:27])[CH:19]=3)(=[O:16])=[O:15])[CH:9]=2)[CH:7]=1.[CH3:29][O:30][CH:31](O)[CH3:32], predict the reaction product. The product is: [F:1][C:2]1[CH:3]=[CH:4][C:5]([OH:28])=[C:6]([C:8]2[CH:13]=[CH:12][CH:11]=[C:10]([S:14]([NH:17][C:18]3[CH:26]=[CH:25][C:21]([C:22]([O:24][CH2:32][CH2:31][O:30][CH3:29])=[O:23])=[C:20]([OH:27])[CH:19]=3)(=[O:15])=[O:16])[CH:9]=2)[CH:7]=1. (2) Given the reactants Br[C:2]1[CH:7]=[CH:6][C:5]([CH2:8][F:9])=[CH:4][CH:3]=1.[B:10]1([B:10]2[O:14][C:13]([CH3:16])([CH3:15])[C:12]([CH3:18])([CH3:17])[O:11]2)[O:14][C:13]([CH3:16])([CH3:15])[C:12]([CH3:18])([CH3:17])[O:11]1.C([O-])(=O)C.[K+].ClCCl, predict the reaction product. The product is: [F:9][CH2:8][C:5]1[CH:6]=[CH:7][C:2]([B:10]2[O:14][C:13]([CH3:16])([CH3:15])[C:12]([CH3:18])([CH3:17])[O:11]2)=[CH:3][CH:4]=1.